From a dataset of Reaction yield outcomes from USPTO patents with 853,638 reactions. Predict the reaction yield, written as a fraction of the theoretical maximum amount of product (1.0 means a 100% yield; for example, 0.34 means a 34% yield). (1) The reactants are [OH-].[Na+].C[O:4][C:5](=[O:23])[C:6]1[CH:11]=[CH:10][C:9]([C:12]#[C:13][C:14]#[C:15][C:16]2[CH:17]=[N:18][C:19]([Cl:22])=[CH:20][CH:21]=2)=[CH:8][CH:7]=1. The catalyst is CO. The product is [Cl:22][C:19]1[N:18]=[CH:17][C:16]([C:15]#[C:14][C:13]#[C:12][C:9]2[CH:8]=[CH:7][C:6]([C:5]([OH:23])=[O:4])=[CH:11][CH:10]=2)=[CH:21][CH:20]=1. The yield is 0.500. (2) The reactants are [CH:1]([C:3]1[CH:8]=[C:7](Br)[CH:6]=[C:5]([CH:10]=[O:11])[C:4]=1[OH:12])=[O:2].[CH:13]#[C:14][CH2:15][CH2:16][CH2:17][CH2:18][CH2:19][CH2:20][CH2:21][CH2:22][CH2:23][CH3:24]. The catalyst is C(#N)C.[Cu]I.C1(C=CC=CC=1)[P](C1C=CC=CC=1)(C1C=CC=CC=1)[Pd][P](C1C=CC=CC=1)(C1C=CC=CC=1)C1C=CC=CC=1. The product is [CH:1]([C:3]1[CH:8]=[C:7]([C:13]#[C:14][CH2:15][CH2:16][CH2:17][CH2:18][CH2:19][CH2:20][CH2:21][CH2:22][CH2:23][CH3:24])[CH:6]=[C:5]([CH:10]=[O:11])[C:4]=1[OH:12])=[O:2]. The yield is 0.460.